From a dataset of TCR-epitope binding with 47,182 pairs between 192 epitopes and 23,139 TCRs. Binary Classification. Given a T-cell receptor sequence (or CDR3 region) and an epitope sequence, predict whether binding occurs between them. (1) The epitope is RPHERNGFTVL. The TCR CDR3 sequence is CAISPDRRNTEAFF. Result: 0 (the TCR does not bind to the epitope). (2) Result: 0 (the TCR does not bind to the epitope). The TCR CDR3 sequence is CASSVGVPPPQFF. The epitope is GVAMPNLYK. (3) The epitope is LLFNKVTLA. The TCR CDR3 sequence is CSAKGGASDTQYF. Result: 0 (the TCR does not bind to the epitope). (4) The epitope is RAKFKQLL. The TCR CDR3 sequence is CASSQEWLAVSTDTQYF. Result: 1 (the TCR binds to the epitope). (5) The epitope is KLVALGINAV. The TCR CDR3 sequence is CASSLEVGGRFRTGELFF. Result: 0 (the TCR does not bind to the epitope). (6) The epitope is TLVPQEHYV. The TCR CDR3 sequence is CASSLGGGSLYEQYF. Result: 1 (the TCR binds to the epitope).